From a dataset of Reaction yield outcomes from USPTO patents with 853,638 reactions. Predict the reaction yield, written as a fraction of the theoretical maximum amount of product (1.0 means a 100% yield; for example, 0.34 means a 34% yield). (1) The catalyst is CO.C1COCC1. The yield is 0.100. The reactants are [CH:1]1([C:7]2[C:8]3[CH:9]=[CH:10][C:11]([C:37]([O:39]C)=[O:38])=[CH:12][C:13]=3[N:14]3[CH2:21][CH2:20][N:19]([CH2:22][CH2:23][N:24]([CH3:32])[CH2:25][C:26]4[CH:27]=[N:28][CH:29]=[CH:30][CH:31]=4)[CH2:18][C:17]4[CH:33]=[CH:34][CH:35]=[CH:36][C:16]=4[C:15]=23)[CH2:6][CH2:5][CH2:4][CH2:3][CH2:2]1.[OH-].[Na+]. The product is [CH:1]1([C:7]2[C:8]3[CH:9]=[CH:10][C:11]([C:37]([OH:39])=[O:38])=[CH:12][C:13]=3[N:14]3[CH2:21][CH2:20][N:19]([CH2:22][CH2:23][N:24]([CH3:32])[CH2:25][C:26]4[CH:27]=[N:28][CH:29]=[CH:30][CH:31]=4)[CH2:18][C:17]4[CH:33]=[CH:34][CH:35]=[CH:36][C:16]=4[C:15]=23)[CH2:6][CH2:5][CH2:4][CH2:3][CH2:2]1. (2) The reactants are [C:1]([O:5][C:6]([N:8]1[CH2:13][CH2:12][N:11]([C:14]2[CH:15]=[C:16]3[C:20](=[CH:21][CH:22]=2)[NH:19][CH:18]=[CH:17]3)[CH:10]([CH2:23][C:24]2[CH:29]=[CH:28][CH:27]=[CH:26][CH:25]=2)[CH2:9]1)=[O:7])([CH3:4])([CH3:3])[CH3:2].[OH-].[K+].[I:32]I.[O-]S([O-])(=S)=O.[Na+].[Na+].[H-].[Na+].[C:43]1([S:49](Cl)(=[O:51])=[O:50])[CH:48]=[CH:47][CH:46]=[CH:45][CH:44]=1. The yield is 0.830. The product is [C:1]([O:5][C:6]([N:8]1[CH2:13][CH2:12][N:11]([C:14]2[CH:15]=[C:16]3[C:20](=[CH:21][CH:22]=2)[N:19]([S:49]([C:43]2[CH:48]=[CH:47][CH:46]=[CH:45][CH:44]=2)(=[O:51])=[O:50])[CH:18]=[C:17]3[I:32])[CH:10]([CH2:23][C:24]2[CH:25]=[CH:26][CH:27]=[CH:28][CH:29]=2)[CH2:9]1)=[O:7])([CH3:4])([CH3:2])[CH3:3]. The catalyst is CN(C=O)C. (3) The catalyst is C1C=CC(/C=C/C(/C=C/C2C=CC=CC=2)=O)=CC=1.C1C=CC(/C=C/C(/C=C/C2C=CC=CC=2)=O)=CC=1.C1C=CC(/C=C/C(/C=C/C2C=CC=CC=2)=O)=CC=1.[Pd].[Pd].CC1(C)C2C(=C(P(C3C=CC=CC=3)C3C=CC=CC=3)C=CC=2)OC2C(P(C3C=CC=CC=3)C3C=CC=CC=3)=CC=CC1=2. The reactants are [NH2:1][C:2]1[CH:7]=[CH:6][C:5]([S:8][CH2:9][C:10]2[CH:15]=[CH:14][CH:13]=[CH:12][CH:11]=2)=[CH:4][C:3]=1/[CH:16]=[CH:17]/[C:18]([O:20][CH2:21][CH3:22])=[O:19].[Br:23][C:24]1[CH:29]=[C:28]([CH3:30])[C:27](I)=[CH:26][C:25]=1[F:32].C(=O)([O-])[O-].[Cs+].[Cs+]. The yield is 0.860. The product is [CH2:9]([S:8][C:5]1[CH:6]=[CH:7][C:2]([NH:1][C:27]2[CH:26]=[C:25]([F:32])[C:24]([Br:23])=[CH:29][C:28]=2[CH3:30])=[C:3](/[CH:16]=[CH:17]/[C:18]([O:20][CH2:21][CH3:22])=[O:19])[CH:4]=1)[C:10]1[CH:15]=[CH:14][CH:13]=[CH:12][CH:11]=1. (4) The reactants are [Br:1][C:2]1[N:3]=[CH:4][NH:5][CH:6]=1.I[CH2:8][CH:9]1[CH2:11][CH2:10]1. No catalyst specified. The product is [Br:1][C:2]1[N:3]=[CH:4][N:5]([CH2:8][CH:9]2[CH2:11][CH2:10]2)[CH:6]=1. The yield is 0.241. (5) The yield is 0.812. The product is [F:39][C:33]1[CH:34]=[C:35]([F:38])[CH:36]=[CH:37][C:32]=1[C:30]1[CH:31]=[C:26]([C:23]([O:25][CH3:1])=[O:24])[C:27](=[O:40])[NH:28][N:29]=1. The reactants are [C:1](C1C(=O)N(CC(C)C)N=C(C2C=CC(F)=C(F)C=2)C=1)(O)=O.[C:23]([C:26]1[C:27](=[O:40])[NH:28][N:29]=[C:30]([C:32]2[CH:37]=[CH:36][C:35]([F:38])=[CH:34][C:33]=2[F:39])[CH:31]=1)([OH:25])=[O:24]. No catalyst specified. (6) The reactants are [H-].[Na+].[SH:3][CH:4]1[CH2:9][CH2:8][N:7]([C:10]([O:12][C:13]([CH3:16])([CH3:15])[CH3:14])=[O:11])[CH2:6][CH2:5]1.[Cl:17][C:18]1[N:27]=[C:26](Cl)[C:25]2[C:20](=[CH:21][C:22]([O:31][CH3:32])=[C:23]([O:29][CH3:30])[CH:24]=2)[N:19]=1.[Cl-].[NH4+]. The catalyst is C1COCC1. The product is [Cl:17][C:18]1[N:27]=[C:26]([S:3][CH:4]2[CH2:5][CH2:6][N:7]([C:10]([O:12][C:13]([CH3:16])([CH3:15])[CH3:14])=[O:11])[CH2:8][CH2:9]2)[C:25]2[C:20](=[CH:21][C:22]([O:31][CH3:32])=[C:23]([O:29][CH3:30])[CH:24]=2)[N:19]=1. The yield is 0.800. (7) The reactants are [Cl:1][C:2]1[CH:7]=[CH:6][C:5]([C@@:8]2([OH:41])[CH2:13][CH2:12][N:11]([C:14](=[O:38])[C@H:15]([NH:19][C:20]([C@@H:22]3[CH2:26][CH2:25][C:24]([NH:30]C(=O)OC(C)(C)C)([CH2:27][CH2:28][OH:29])[CH2:23]3)=[O:21])[CH:16]([CH3:18])[CH3:17])[CH2:10][C:9]2([CH3:40])[CH3:39])=[CH:4][CH:3]=1.Cl. No catalyst specified. The product is [Cl-:1].[NH2:30][C:24]1([CH2:27][CH2:28][OH:29])[CH2:25][CH2:26][C@@H:22]([C:20]([NH:19][C@H:15]([CH:16]([CH3:18])[CH3:17])[C:14]([N:11]2[CH2:12][CH2:13][C@@:8]([C:5]3[CH:6]=[CH:7][C:2]([Cl:1])=[CH:3][CH:4]=3)([OH:41])[C:9]([CH3:40])([CH3:39])[CH2:10]2)=[O:38])=[O:21])[CH2:23]1. The yield is 0.970. (8) The reactants are [C:1]([O:5][C:6]([NH:8][C@H:9]1[CH2:15][CH2:14][C@@H:13]([OH:16])[CH2:12][NH:11][C:10]1=[O:17])=[O:7])([CH3:4])([CH3:3])[CH3:2].[Si:18](Cl)([C:21]([CH3:24])([CH3:23])[CH3:22])([CH3:20])[CH3:19].N1C=CN=C1.CN(C=O)C. The catalyst is O. The product is [C:1]([O:5][C:6]([NH:8][C@H:9]1[CH2:15][CH2:14][C@@H:13]([O:16][Si:18]([C:21]([CH3:24])([CH3:23])[CH3:22])([CH3:20])[CH3:19])[CH2:12][NH:11][C:10]1=[O:17])=[O:7])([CH3:4])([CH3:2])[CH3:3]. The yield is 0.780. (9) The reactants are C(OC([N:8]1[CH2:12][CH2:11][CH2:10][C@@H:9]1[CH2:13][O:14][C:15]1[CH:20]=[CH:19][C:18]([O:21][C:22]2[CH:27]=[CH:26][C:25]([C:28]([F:31])([F:30])[F:29])=[CH:24][CH:23]=2)=[CH:17][CH:16]=1)=O)(C)(C)C.[ClH:32]. The catalyst is O1CCOCC1. The product is [ClH:32].[F:31][C:28]([F:29])([F:30])[C:25]1[CH:26]=[CH:27][C:22]([O:21][C:18]2[CH:19]=[CH:20][C:15]([O:14][CH2:13][C@H:9]3[CH2:10][CH2:11][CH2:12][NH:8]3)=[CH:16][CH:17]=2)=[CH:23][CH:24]=1. The yield is 0.700. (10) The reactants are [CH3:1][C:2]1[CH:15]=[CH:14][C:5]([CH2:6][N:7]2[CH2:12][CH2:11][C:10](=O)[CH2:9][CH2:8]2)=[CH:4][CH:3]=1.C([O-])(=O)C.[NH4+].C([BH3-])#[N:22].[Na+]. The catalyst is CO. The product is [CH3:1][C:2]1[CH:15]=[CH:14][C:5]([CH2:6][N:7]2[CH2:12][CH2:11][CH:10]([NH2:22])[CH2:9][CH2:8]2)=[CH:4][CH:3]=1. The yield is 0.480.